Dataset: Forward reaction prediction with 1.9M reactions from USPTO patents (1976-2016). Task: Predict the product of the given reaction. (1) Given the reactants [CH:1]([O:4][C:5]([N:7]1[CH2:13][CH2:12][CH2:11][CH:10]([NH:14][CH2:15][C:16]2[CH:21]=[C:20]([C:22]([F:25])([F:24])[F:23])[CH:19]=[C:18]([C:26]([F:29])([F:28])[F:27])[CH:17]=2)[C:9]2[N:30]=[C:31]([CH3:38])[C:32]([C:34]([F:37])([F:36])[F:35])=[CH:33][C:8]1=2)=[O:6])([CH3:3])[CH3:2].[N:39]#[C:40]Br, predict the reaction product. The product is: [CH:1]([O:4][C:5]([N:7]1[CH2:13][CH2:12][CH2:11][CH:10]([N:14]([CH2:15][C:16]2[CH:17]=[C:18]([C:26]([F:27])([F:28])[F:29])[CH:19]=[C:20]([C:22]([F:23])([F:24])[F:25])[CH:21]=2)[C:40]#[N:39])[C:9]2[N:30]=[C:31]([CH3:38])[C:32]([C:34]([F:36])([F:37])[F:35])=[CH:33][C:8]1=2)=[O:6])([CH3:3])[CH3:2]. (2) Given the reactants Cl[C:2]1[CH:7]=[CH:6][C:5]([N:8]2[C:12]([CH2:13][CH2:14][CH3:15])=[C:11]([C:16]([N:18]([CH:20]3[CH2:25][CH2:24][CH2:23][CH2:22][CH2:21]3)[CH3:19])=[O:17])[CH:10]=[N:9]2)=[CH:4][CH:3]=1.CCN(C(C)C)C(C)C.O1C[CH2:39][O:38][CH2:37][CH2:36]1.C([OH:43])C, predict the reaction product. The product is: [CH:20]1([N:18]([CH3:19])[C:16]([C:11]2[CH:10]=[N:9][N:8]([C:5]3[CH:6]=[CH:7][C:2]([C:39]([O:38][CH2:37][CH3:36])=[O:43])=[CH:3][CH:4]=3)[C:12]=2[CH2:13][CH2:14][CH3:15])=[O:17])[CH2:25][CH2:24][CH2:23][CH2:22][CH2:21]1. (3) Given the reactants [N:1]1([C:40]([O:42][C:43]([CH3:46])([CH3:45])[CH3:44])=[O:41])[CH2:39][CH2:38][CH2:37][C@H:2]1[C:3]([NH:5][C@H:6]([C:8]([NH:10][C@H:11]([C:27]([O:29]CC1C=CC=CC=1)=[O:28])[CH2:12][CH2:13][CH2:14][CH2:15][NH:16][C:17]([O:19][CH2:20][C:21]1[CH:26]=[CH:25][CH:24]=[CH:23][CH:22]=1)=[O:18])=[O:9])[CH3:7])=[O:4].[OH-].[Na+].Cl, predict the reaction product. The product is: [N:1]1([C:40]([O:42][C:43]([CH3:44])([CH3:46])[CH3:45])=[O:41])[CH2:39][CH2:38][CH2:37][C@H:2]1[C:3]([NH:5][C@H:6]([C:8]([NH:10][C@H:11]([C:27]([OH:29])=[O:28])[CH2:12][CH2:13][CH2:14][CH2:15][NH:16][C:17]([O:19][CH2:20][C:21]1[CH:26]=[CH:25][CH:24]=[CH:23][CH:22]=1)=[O:18])=[O:9])[CH3:7])=[O:4]. (4) Given the reactants [F:1][C:2]1[N:10]=[C:9]2[C:5]([N:6]=[C:7]([CH2:11][C:12]3[C:20]([I:21])=[CH:19][C:15]4[O:16][CH2:17][O:18][C:14]=4[CH:13]=3)[NH:8]2)=[C:4]([NH2:22])[N:3]=1.C([O-])([O-])=O.[Cs+].[Cs+].[O:29]1[C:33]2C=[CH:35][C:36](CC3NC4C(N=3)=C(N)N=C(F)N=4)=[CH:37][C:32]=2OC1, predict the reaction product. The product is: [NH2:22][C:4]1[N:3]=[C:2]([F:1])[N:10]=[C:9]2[C:5]=1[N:6]=[C:7]([CH2:11][C:12]1[C:20]([I:21])=[CH:19][C:15]3[O:16][CH2:17][O:18][C:14]=3[CH:13]=1)[N:8]2[CH2:35][CH2:36][CH2:37][CH2:32][CH2:33][OH:29]. (5) Given the reactants Cl.[Cl:2][C:3]1[CH:23]=[CH:22][C:6]([O:7][C:8]2[CH:21]=[CH:20][C:11]([O:12][CH2:13][C@@H:14]3[CH2:19][CH2:18][CH2:17][CH2:16][NH:15]3)=[CH:10][CH:9]=2)=[CH:5][CH:4]=1.Br[CH2:25][CH2:26][CH2:27][C:28]([O:30][CH3:31])=[O:29].C(N(CC)CC)C, predict the reaction product. The product is: [CH3:31][O:30][C:28](=[O:29])[CH2:27][CH2:26][CH2:25][N:15]1[CH2:16][CH2:17][CH2:18][CH2:19][C@H:14]1[CH2:13][O:12][C:11]1[CH:20]=[CH:21][C:8]([O:7][C:6]2[CH:22]=[CH:23][C:3]([Cl:2])=[CH:4][CH:5]=2)=[CH:9][CH:10]=1. (6) Given the reactants [CH2:1]([S:3][CH2:4][CH:5]1[CH2:10][CH:9]([C:11]2[CH:16]=[CH:15][C:14]([C:17]([F:20])([F:19])[F:18])=[CH:13][CH:12]=2)[CH2:8][N:7]([C:21]([N:23]2[CH2:28][CH2:27][O:26][CH2:25][CH2:24]2)=[O:22])[CH2:6]1)[CH3:2].ClC1C=C(C=CC=1)C(OO)=[O:34], predict the reaction product. The product is: [CH2:1]([S:3]([CH2:4][CH:5]1[CH2:10][CH:9]([C:11]2[CH:12]=[CH:13][C:14]([C:17]([F:18])([F:19])[F:20])=[CH:15][CH:16]=2)[CH2:8][N:7]([C:21]([N:23]2[CH2:24][CH2:25][O:26][CH2:27][CH2:28]2)=[O:22])[CH2:6]1)=[O:34])[CH3:2].